From a dataset of Forward reaction prediction with 1.9M reactions from USPTO patents (1976-2016). Predict the product of the given reaction. Given the reactants [Cl:1][C:2]1[C:10]2[C:5](=[CH:6][CH:7]=[C:8]([NH:11][C:12]3[N:17]=[C:16]([N:18]4[CH:22]=[C:21]([CH:23]=O)[C:20]([CH3:25])=[N:19]4)[CH:15]=[CH:14][N:13]=3)[CH:9]=2)[N:4]([CH3:26])[C:3]=1[CH3:27].Cl.C([N:31]([CH2:34][CH3:35])[CH2:32]C)C.[BH-](OC(C)=O)(OC(C)=O)[O:37]C(C)=O.[Na+], predict the reaction product. The product is: [Cl:1][C:2]1[C:10]2[C:5](=[CH:6][CH:7]=[C:8]([NH:11][C:12]3[N:17]=[C:16]([N:18]4[CH:22]=[C:21]([CH2:23][N:31]5[CH2:32][CH:35]([OH:37])[CH2:34]5)[C:20]([CH3:25])=[N:19]4)[CH:15]=[CH:14][N:13]=3)[CH:9]=2)[N:4]([CH3:26])[C:3]=1[CH3:27].